Task: Predict the reactants needed to synthesize the given product.. Dataset: Full USPTO retrosynthesis dataset with 1.9M reactions from patents (1976-2016) (1) The reactants are: [Cl:1][C:2]1[C:10]2[O:9][CH:8]([CH2:11][NH2:12])[CH2:7][C:6]=2[CH:5]=[CH:4][CH:3]=1.[CH3:13][C:14]([O:17][C:18](O[C:18]([O:17][C:14]([CH3:16])([CH3:15])[CH3:13])=[O:19])=[O:19])([CH3:16])[CH3:15].C(N(CC)CC)C.O. Given the product [Cl:1][C:2]1[C:10]2[O:9][CH:8]([CH2:11][NH:12][C:18](=[O:19])[O:17][C:14]([CH3:16])([CH3:15])[CH3:13])[CH2:7][C:6]=2[CH:5]=[CH:4][CH:3]=1, predict the reactants needed to synthesize it. (2) Given the product [NH2:64][C:61]1[CH:62]=[CH:63][C:58]([C:57]([NH:56][C@@H:54]2[CH2:55][N:51]([C:49](=[O:50])[C@@H:48]([NH:81][C:82](=[O:94])[C@@H:83]([N:85]([CH3:93])[C:86](=[O:92])[O:87][C:88]([CH3:91])([CH3:90])[CH3:89])[CH3:84])[C:47]([CH3:46])([CH3:95])[CH3:96])[C@H:52]([C:68](=[O:80])[NH:69][C@H:70]3[C:79]4[C:74](=[CH:75][CH:76]=[CH:77][CH:78]=4)[CH2:73][CH2:72][CH2:71]3)[CH2:53]2)=[O:67])=[CH:59][CH:60]=1, predict the reactants needed to synthesize it. The reactants are: NC1C=C2C(C[C@@H](C(=O)N[C@H]3C4C(=CC=CC=4)CCC3)N(C(=O)[C@@H](NC(=O)[C@@H](N(C)C(=O)OC(C)(C)C)C)C(C)(C)C)C2)=CC=1.[CH3:46][C:47]([CH3:96])([CH3:95])[C@H:48]([NH:81][C:82](=[O:94])[C@@H:83]([N:85]([CH3:93])[C:86](=[O:92])[O:87][C:88]([CH3:91])([CH3:90])[CH3:89])[CH3:84])[C:49]([N:51]1[CH2:55][C@@H:54]([NH:56][C:57](=[O:67])[C:58]2[CH:63]=[CH:62][C:61]([N+:64]([O-])=O)=[CH:60][CH:59]=2)[CH2:53][C@H:52]1[C:68](=[O:80])[NH:69][C@H:70]1[C:79]2[C:74](=[CH:75][CH:76]=[CH:77][CH:78]=2)[CH2:73][CH2:72][CH2:71]1)=[O:50]. (3) Given the product [CH3:32][C:26]1[CH:25]=[C:24]([C:33]2[NH:37][N:36]=[C:35]([CH3:38])[CH:34]=2)[C:23]([CH3:22])=[CH:28][C:27]=1[NH2:29], predict the reactants needed to synthesize it. The reactants are: CC1C=C([N+]([O-])=O)C(C)=CC=1C(=O)C=C(N(C)C)C.NN.[CH3:22][C:23]1[CH:28]=[C:27]([N+:29]([O-])=O)[C:26]([CH3:32])=[CH:25][C:24]=1[C:33]1[NH:37][N:36]=[C:35]([CH3:38])[CH:34]=1. (4) Given the product [ClH:1].[CH3:2][C:3]1[CH:16]=[CH:15][C:14]2[C@@H:13]3[C@H:8]([CH2:9][CH2:10][C:11]4[CH:20]=[C:19]([O:21][CH3:22])[C:18]([O:23][CH3:24])=[CH:17][C:12]=43)[NH:7][CH2:6][C:5]=2[CH:4]=1, predict the reactants needed to synthesize it. The reactants are: [ClH:1].[CH3:2][C:3]1[CH:16]=[CH:15][C:14]2[C@@H:13]3[C@H:8]([CH2:9][CH2:10][C:11]4[CH:20]=[C:19]([O:21][CH3:22])[C:18]([O:23][CH3:24])=[CH:17][C:12]=43)[N:7](CC3C=CC=CC=3)[CH2:6][C:5]=2[CH:4]=1. (5) Given the product [OH:1][C:2]([C:24]1[S:25][CH:26]=[CH:27][CH:28]=1)([C:29]1[S:30][CH:31]=[CH:32][CH:33]=1)[C:3]([O:5][C@H:6]1[CH2:7][CH2:8][C@H:9]([N:12]([CH2:14][CH2:15][NH2:16])[CH3:13])[CH2:10][CH2:11]1)=[O:4], predict the reactants needed to synthesize it. The reactants are: [OH:1][C:2]([C:29]1[S:30][CH:31]=[CH:32][CH:33]=1)([C:24]1[S:25][CH:26]=[CH:27][CH:28]=1)[C:3]([O:5][C@H:6]1[CH2:11][CH2:10][C@H:9]([N:12]([CH2:14][CH2:15][NH:16]C(OC(C)(C)C)=O)[CH3:13])[CH2:8][CH2:7]1)=[O:4].Cl. (6) Given the product [C:13]([O:12][CH2:8][CH2:9][CH2:10][CH3:11])(=[O:16])/[CH:14]=[CH:15]/[C:2]1[CH:7]=[CH:6][CH:5]=[CH:4][CH:3]=1, predict the reactants needed to synthesize it. The reactants are: I[C:2]1[CH:7]=[CH:6][CH:5]=[CH:4][CH:3]=1.[CH2:8]([O:12][C:13](=[O:16])[CH:14]=[CH2:15])[CH2:9][CH2:10][CH3:11].C(N(C(C)C)C(C)C)C.CN(C=O)C.